This data is from Forward reaction prediction with 1.9M reactions from USPTO patents (1976-2016). The task is: Predict the product of the given reaction. (1) Given the reactants [Li].[F:2][C:3]1[C:12]([F:13])=[CH:11][CH:10]=[C:9]2[C:4]=1[CH:5]=[CH:6][C:7](Br)=[CH:8]2.I[C:16]1[CH:21]=[CH:20][C:19]([C@H:22]2[CH2:27][CH2:26][C@H:25]([CH2:28][CH2:29][CH3:30])[CH2:24][CH2:23]2)=[CH:18][CH:17]=1.Cl, predict the reaction product. The product is: [F:2][C:3]1[C:12]([F:13])=[CH:11][CH:10]=[C:9]2[C:4]=1[CH:5]=[CH:6][C:7]([C:16]1[CH:17]=[CH:18][C:19]([C@H:22]3[CH2:27][CH2:26][C@H:25]([CH2:28][CH2:29][CH3:30])[CH2:24][CH2:23]3)=[CH:20][CH:21]=1)=[CH:8]2. (2) Given the reactants Br[CH2:2][CH2:3][CH2:4][CH2:5][O:6][C:7]1[CH:22]=[CH:21][C:10]2[C:11]([C:14]3[CH:19]=[CH:18][C:17]([Br:20])=[CH:16][CH:15]=3)=[N:12][S:13][C:9]=2[CH:8]=1.[CH3:23][NH:24][CH2:25][C:26]#[CH:27], predict the reaction product. The product is: [Br:20][C:17]1[CH:18]=[CH:19][C:14]([C:11]2[C:10]3[CH:21]=[CH:22][C:7]([O:6][CH2:5][CH2:4][CH2:3][CH2:2][N:24]([CH3:23])[CH2:25][C:26]#[CH:27])=[CH:8][C:9]=3[S:13][N:12]=2)=[CH:15][CH:16]=1. (3) Given the reactants C(Cl)(=O)C(Cl)=O.[Br:7][C:8]1[CH:9]=[C:10]([CH2:16][OH:17])[C:11]([CH2:14][OH:15])=[CH:12][CH:13]=1.C(N(CC)CC)C.O, predict the reaction product. The product is: [Br:7][C:8]1[CH:9]=[C:10]([CH:16]=[O:17])[C:11]([CH:14]=[O:15])=[CH:12][CH:13]=1. (4) Given the reactants [NH2:1][C:2]1[CH:7]=[C:6]([C:8]([F:11])([F:10])[F:9])[CH:5]=[CH:4][N:3]=1.C1C(=O)N([Br:19])C(=O)C1.C(Cl)Cl.[OH-].[Na+], predict the reaction product. The product is: [Br:19][C:5]1[C:6]([C:8]([F:9])([F:11])[F:10])=[CH:7][C:2]([NH2:1])=[N:3][CH:4]=1. (5) Given the reactants [CH3:1][N:2]([C@@H:10]([CH2:22][CH:23]([CH3:25])[CH3:24])[C:11]([NH:13][C@@H:14]1[C@@H:21]2[C@@H:17]([CH2:18][NH:19][CH2:20]2)[CH2:16][CH2:15]1)=[O:12])[C:3](=[O:9])[O:4][C:5]([CH3:8])([CH3:7])[CH3:6].Br[C:27]1[CH:32]=[CH:31][CH:30]=[CH:29][C:28]=1[F:33].P([O-])([O-])([O-])=O.[K+].[K+].[K+].C1(P(C2CCCCC2)C2C=CC=CC=2C2C(C(C)C)=CC(C(C)C)=CC=2C(C)C)CCCCC1, predict the reaction product. The product is: [F:33][C:28]1[CH:29]=[CH:30][CH:31]=[CH:32][C:27]=1[N:19]1[CH2:20][C@@H:21]2[C@@H:14]([NH:13][C:11](=[O:12])[C@@H:10]([N:2]([CH3:1])[C:3](=[O:9])[O:4][C:5]([CH3:8])([CH3:7])[CH3:6])[CH2:22][CH:23]([CH3:25])[CH3:24])[CH2:15][CH2:16][C@@H:17]2[CH2:18]1. (6) Given the reactants [N+:1]([C:4]1[C:5]([C:13]([O:15][CH3:16])=[O:14])=[N:6][NH:7][C:8]=1[C:9]([O:11][CH3:12])=[O:10])([O-:3])=[O:2].Br[CH2:18][CH2:19][NH:20][C:21](=[O:27])[O:22][C:23]([CH3:26])([CH3:25])[CH3:24].C(=O)([O-])[O-].[K+].[K+], predict the reaction product. The product is: [C:23]([O:22][C:21]([NH:20][CH2:19][CH2:18][N:7]1[C:8]([C:9]([O:11][CH3:12])=[O:10])=[C:4]([N+:1]([O-:3])=[O:2])[C:5]([C:13]([O:15][CH3:16])=[O:14])=[N:6]1)=[O:27])([CH3:26])([CH3:25])[CH3:24]. (7) Given the reactants [NH:1]1[CH2:5][CH:4]=[CH:3][CH:2]1[C:6]1[CH:7]=[C:8]([C:23]([N:25]2[CH2:30][CH2:29][O:28][CH2:27][CH2:26]2)=[O:24])[CH:9]=[C:10]2[C:15]=1[O:14][C:13]([N:16]1[CH2:21][CH2:20][O:19][CH2:18][CH2:17]1)=[CH:12][C:11]2=[O:22], predict the reaction product. The product is: [N:25]1([C:23]([C:8]2[CH:9]=[C:10]3[C:15](=[C:6]([CH:2]4[CH2:3][CH2:4][CH2:5][NH:1]4)[CH:7]=2)[O:14][C:13]([N:16]2[CH2:17][CH2:18][O:19][CH2:20][CH2:21]2)=[CH:12][C:11]3=[O:22])=[O:24])[CH2:30][CH2:29][O:28][CH2:27][CH2:26]1. (8) Given the reactants [CH:1]([C:4]1[CH:14]=[CH:13][CH:12]=[C:11]([CH:15]([CH3:17])[CH3:16])[C:5]=1[O:6][CH2:7][C:8]([O-])=[O:9])([CH3:3])[CH3:2].O.[NH2:19][NH2:20], predict the reaction product. The product is: [CH:1]([C:4]1[CH:14]=[CH:13][CH:12]=[C:11]([CH:15]([CH3:17])[CH3:16])[C:5]=1[O:6][CH2:7][C:8]([NH:19][NH2:20])=[O:9])([CH3:3])[CH3:2]. (9) Given the reactants [CH2:1]=[C:2]1[CH2:11][CH2:10][C:5]2([O:9][CH2:8][CH2:7][O:6]2)[CH2:4][CH2:3]1.B1C2CCCC1CCC2.[OH-:21].[Na+].OO, predict the reaction product. The product is: [O:9]1[C:5]2([CH2:10][CH2:11][CH:2]([CH2:1][OH:21])[CH2:3][CH2:4]2)[O:6][CH2:7][CH2:8]1.